This data is from Catalyst prediction with 721,799 reactions and 888 catalyst types from USPTO. The task is: Predict which catalyst facilitates the given reaction. (1) Reactant: Cl.[C@@H:2]12[CH2:7][C@@H:6]1[CH2:5][NH:4][CH2:3]2.C(N(CC)CC)C.[Br:15][C:16]1[N:17]=[C:18]([C:21]([F:27])([F:26])[C:22](OC)=[O:23])[S:19][CH:20]=1. Product: [CH:2]12[CH2:7][CH:6]1[CH2:5][N:4]([C:22](=[O:23])[C:21]([C:18]1[S:19][CH:20]=[C:16]([Br:15])[N:17]=1)([F:26])[F:27])[CH2:3]2. The catalyst class is: 2. (2) Reactant: ClC1C=CC=C(Cl)C=1C([NH:6][C:7]1[CH:8]=[N:9][C:10]([NH:13][C:14]2[CH:19]=[CH:18][C:17]([C:20]([N:22]3[CH2:27][CH2:26][N:25]([CH3:28])[CH2:24][CH2:23]3)=[O:21])=[CH:16][CH:15]=2)=[N:11][CH:12]=1)=O.[C:34]([O:37][C:38]1[CH:43]=[CH:42][CH:41]=[C:40]([C:44](Cl)=[O:45])[C:39]=1[CH3:47])(=[O:36])[CH3:35]. Product: [CH3:47][C:39]1[C:38]([O:37][C:34](=[O:36])[CH3:35])=[CH:43][CH:42]=[CH:41][C:40]=1[C:44]([NH:6][C:7]1[CH:12]=[N:11][C:10]([NH:13][C:14]2[CH:19]=[CH:18][C:17]([C:20]([N:22]3[CH2:27][CH2:26][N:25]([CH3:28])[CH2:24][CH2:23]3)=[O:21])=[CH:16][CH:15]=2)=[N:9][CH:8]=1)=[O:45]. The catalyst class is: 1.